This data is from Catalyst prediction with 721,799 reactions and 888 catalyst types from USPTO. The task is: Predict which catalyst facilitates the given reaction. (1) Reactant: [O:1]=[C:2]([C:9]1[CH:19]=[CH:18][C:12]2[O:13][CH2:14][C:15](=[O:17])[NH:16][C:11]=2[CH:10]=1)[CH2:3][C:4]([O:6][CH2:7][CH3:8])=[O:5].CO[CH:22](OC)[N:23]([CH3:25])[CH3:24]. Product: [CH3:22][N:23]([CH3:25])[CH:24]=[C:3]([C:2]([C:9]1[CH:19]=[CH:18][C:12]2[O:13][CH2:14][C:15](=[O:17])[NH:16][C:11]=2[CH:10]=1)=[O:1])[C:4]([O:6][CH2:7][CH3:8])=[O:5]. The catalyst class is: 14. (2) Reactant: [N:1]1[C:10]2[C:5](=[CH:6][CH:7]=[CH:8][CH:9]=2)[CH:4]=[CH:3][C:2]=1[C:11]#[N:12].[NH2:13][OH:14].Cl.C([O-])([O-])=O.[K+].[K+]. Product: [OH:14][NH:13][C:11]([C:2]1[CH:3]=[CH:4][C:5]2[C:10](=[CH:9][CH:8]=[CH:7][CH:6]=2)[N:1]=1)=[NH:12]. The catalyst class is: 5. (3) The catalyst class is: 155. Reactant: [C:1]([C:3]1[CH:8]=[CH:7][C:6]([CH:9]2[CH2:14][CH2:13][N:12]([C:15]([C:17]3[C:18]([CH3:31])=[CH:19][C:20]([CH:27]4[CH2:30][CH2:29][CH2:28]4)=[C:21]([CH:26]=3)[C:22]([NH:24][NH2:25])=[O:23])=[O:16])[CH2:11][CH2:10]2)=[CH:5][CH:4]=1)#[N:2].CS(O)(=O)=O.C(O[C:40](OCC)(OCC)[CH2:41][CH3:42])C. Product: [CH:27]1([C:20]2[C:21]([C:22]3[O:23][C:40]([CH2:41][CH3:42])=[N:25][N:24]=3)=[CH:26][C:17]([C:15]([N:12]3[CH2:11][CH2:10][CH:9]([C:6]4[CH:5]=[CH:4][C:3]([C:1]#[N:2])=[CH:8][CH:7]=4)[CH2:14][CH2:13]3)=[O:16])=[C:18]([CH3:31])[CH:19]=2)[CH2:30][CH2:29][CH2:28]1. (4) Reactant: [NH2:1][C:2]1[S:3][C:4]2[CH:10]=[C:9]([O:11][C:12]3[CH:13]=[C:14]([CH:28]=[CH:29][CH:30]=3)[C:15]([NH:17][C:18]3[CH:23]=[CH:22][C:21]([C:24]([F:27])([F:26])[F:25])=[CH:20][CH:19]=3)=[O:16])[CH:8]=[CH:7][C:5]=2[N:6]=1.C([O:34][CH2:35][C:36](Cl)=[O:37])(=O)C.C(N(C(C)C)C(C)C)C.O. Product: [C:35]([NH:1][C:2]1[S:3][C:4]2[CH:10]=[C:9]([O:11][C:12]3[CH:13]=[C:14]([CH:28]=[CH:29][CH:30]=3)[C:15]([NH:17][C:18]3[CH:19]=[CH:20][C:21]([C:24]([F:27])([F:25])[F:26])=[CH:22][CH:23]=3)=[O:16])[CH:8]=[CH:7][C:5]=2[N:6]=1)(=[O:34])[CH2:36][OH:37]. The catalyst class is: 7. (5) Reactant: [F:1][C:2]1[C:3]([NH:19][C@@H:20]2[CH2:25][CH2:24][CH2:23][N:22]([C:26](=[O:29])[CH:27]=[CH2:28])[CH2:21]2)=[N:4][C:5]([NH:8][C:9]2[CH:18]=[C:17]3[C:12]([CH2:13][CH2:14][NH:15][CH2:16]3)=[CH:11][CH:10]=2)=[N:6][CH:7]=1.[CH:30]1([CH:33]=O)[CH2:32][CH2:31]1.C(N(CC)CC)C.[BH3-]C#N.[Na+]. Product: [CH:30]1([CH2:33][N:15]2[CH2:14][CH2:13][C:12]3[C:17](=[CH:18][C:9]([NH:8][C:5]4[N:4]=[C:3]([NH:19][C@@H:20]5[CH2:25][CH2:24][CH2:23][N:22]([C:26](=[O:29])[CH:27]=[CH2:28])[CH2:21]5)[C:2]([F:1])=[CH:7][N:6]=4)=[CH:10][CH:11]=3)[CH2:16]2)[CH2:32][CH2:31]1. The catalyst class is: 24. (6) Reactant: [CH2:1]([N:8]1[C:16]2[C:15](=[O:17])[N:14]([CH2:18][CH2:19][CH2:20][O:21]C3CCCCO3)[C:13](=[O:28])[N:12](COCC[Si](C)(C)C)[C:11]=2[N:10]=[C:9]1[O:37][C:38]1[CH:43]=[CH:42][CH:41]=[C:40]([O:44][C:45]([F:48])([F:47])[F:46])[CH:39]=1)[C:2]1[CH:7]=[CH:6][CH:5]=[CH:4][CH:3]=1.Cl. Product: [CH2:1]([N:8]1[C:16]2[C:15](=[O:17])[N:14]([CH2:18][CH2:19][CH2:20][OH:21])[C:13](=[O:28])[NH:12][C:11]=2[N:10]=[C:9]1[O:37][C:38]1[CH:43]=[CH:42][CH:41]=[C:40]([O:44][C:45]([F:46])([F:48])[F:47])[CH:39]=1)[C:2]1[CH:7]=[CH:6][CH:5]=[CH:4][CH:3]=1. The catalyst class is: 8. (7) Reactant: [Cl:1][C:2]1[CH:3]=[C:4]([CH:56]=[CH:57][CH:58]=1)[O:5][C:6]1[CH:33]=[C:32]([N:34]2[CH2:39][CH2:38][N:37]([CH2:40][C:41]3[CH2:46][CH2:45][C:44]([CH3:48])([CH3:47])[CH2:43][C:42]=3[C:49]3[CH:54]=[CH:53][C:52]([Cl:55])=[CH:51][CH:50]=3)[CH2:36][CH2:35]2)[CH:31]=[CH:30][C:7]=1[C:8]([NH:10][S:11]([C:14]1[CH:19]=[CH:18][C:17]([NH:20][CH:21]2[CH2:26][CH2:25][NH:24][CH2:23][CH2:22]2)=[C:16]([N+:27]([O-:29])=[O:28])[CH:15]=1)(=[O:13])=[O:12])=[O:9].[CH:59]1([CH:62]=O)[CH2:61][CH2:60]1.CO. Product: [Cl:1][C:2]1[CH:3]=[C:4]([CH:56]=[CH:57][CH:58]=1)[O:5][C:6]1[CH:33]=[C:32]([N:34]2[CH2:39][CH2:38][N:37]([CH2:40][C:41]3[CH2:46][CH2:45][C:44]([CH3:48])([CH3:47])[CH2:43][C:42]=3[C:49]3[CH:50]=[CH:51][C:52]([Cl:55])=[CH:53][CH:54]=3)[CH2:36][CH2:35]2)[CH:31]=[CH:30][C:7]=1[C:8]([NH:10][S:11]([C:14]1[CH:19]=[CH:18][C:17]([NH:20][CH:21]2[CH2:26][CH2:25][N:24]([CH2:62][CH:59]3[CH2:61][CH2:60]3)[CH2:23][CH2:22]2)=[C:16]([N+:27]([O-:29])=[O:28])[CH:15]=1)(=[O:12])=[O:13])=[O:9]. The catalyst class is: 4.